Dataset: Catalyst prediction with 721,799 reactions and 888 catalyst types from USPTO. Task: Predict which catalyst facilitates the given reaction. (1) Reactant: C(NC(C)C)(C)C.C([Li])CCC.[Br:13][C:14]1[CH:19]=[C:18]([F:20])[CH:17]=[CH:16][C:15]=1[Cl:21].CN([CH:25]=[O:26])C. Product: [Br:13][C:14]1[C:15]([Cl:21])=[CH:16][CH:17]=[C:18]([F:20])[C:19]=1[CH:25]=[O:26]. The catalyst class is: 20. (2) Reactant: F[C:2](F)(F)[C:3]([OH:5])=O.O=C1CC([O-])=C1.[CH:14]1([NH2+:20][CH:21]2[CH2:26][CH2:25][CH2:24]C[CH2:22]2)[CH2:19]CCCC1.CC1CCCN1. Product: [CH3:22][CH:21]1[CH2:26][CH2:25][CH2:24][N:20]1[C:14]1[CH2:2][C:3](=[O:5])[CH:19]=1. The catalyst class is: 12. (3) Reactant: [BH4-].[Na+].[Cl:3][C:4]1[C:5]([F:25])=[C:6]([NH:10][C:11]2[C:20]3[C:15](=[CH:16][C:17]([O:23][CH3:24])=[C:18]([CH:21]=[O:22])[CH:19]=3)[N:14]=[CH:13][N:12]=2)[CH:7]=[CH:8][CH:9]=1. Product: [Cl:3][C:4]1[C:5]([F:25])=[C:6]([NH:10][C:11]2[C:20]3[C:15](=[CH:16][C:17]([O:23][CH3:24])=[C:18]([CH2:21][OH:22])[CH:19]=3)[N:14]=[CH:13][N:12]=2)[CH:7]=[CH:8][CH:9]=1. The catalyst class is: 5. (4) Reactant: Cl.[F:2][C:3]([F:12])([F:11])[CH:4]1[CH2:10][CH2:9][NH:8][CH2:7][CH2:6][NH:5]1.O.O.O.O.O.O.O.O.O.O.C(=O)([O-])[O-].[Na+].[Na+].F[C:30]1[CH:37]=[CH:36][CH:35]=[CH:34][C:31]=1[CH:32]=[O:33].CC(=O)OCC. Product: [F:12][C:3]([F:2])([F:11])[CH:4]1[CH2:10][CH2:9][N:8]([C:30]2[CH:37]=[CH:36][CH:35]=[CH:34][C:31]=2[CH:32]=[O:33])[CH2:7][CH2:6][NH:5]1. The catalyst class is: 58. (5) Reactant: C[Si](Cl)(C)C.Br[CH2:7][C:8]([O:10][CH2:11][CH3:12])=[O:9].[F:13][C:14]1[CH:21]=[C:20]([O:22][CH:23]2[CH2:28][CH2:27][CH2:26][CH2:25][O:24]2)[CH:19]=[C:18]([B:29]2[O:33][C:32](C)(C)C(C)(C)[O:30]2)[C:15]=1C=O. Product: [CH2:11]([O:10][C:8](=[O:9])[CH2:7][CH:32]1[O:33][B:29]([OH:30])[C:18]2[CH:19]=[C:20]([O:22][CH:23]3[CH2:28][CH2:27][CH2:26][CH2:25][O:24]3)[CH:21]=[C:14]([F:13])[C:15]1=2)[CH3:12]. The catalyst class is: 324.